This data is from Aqueous solubility values for 9,982 compounds from the AqSolDB database. The task is: Regression/Classification. Given a drug SMILES string, predict its absorption, distribution, metabolism, or excretion properties. Task type varies by dataset: regression for continuous measurements (e.g., permeability, clearance, half-life) or binary classification for categorical outcomes (e.g., BBB penetration, CYP inhibition). For this dataset (solubility_aqsoldb), we predict Y. (1) The drug is Cc1ncc(CO)c(CO)c1O.[Cl-].[H+]. The Y is -0.112 log mol/L. (2) The molecule is CC(O)C(N)C(=O)O. The Y is 0.0670 log mol/L.